From a dataset of Catalyst prediction with 721,799 reactions and 888 catalyst types from USPTO. Predict which catalyst facilitates the given reaction. (1) Reactant: C1(P(C2C=CC=CC=2)C2C=CC=CC=2)C=CC=CC=1.N1C=CN=C1.[Br:25]Br.[CH2:27]([C:34]1[CH:41]=[CH:40][CH:39]=[CH:38][C:35]=1[CH2:36]O)[C:28]1[CH:33]=[CH:32][CH:31]=[CH:30][CH:29]=1.Cl. Product: [CH2:27]([C:34]1[CH:41]=[CH:40][CH:39]=[CH:38][C:35]=1[CH2:36][Br:25])[C:28]1[CH:33]=[CH:32][CH:31]=[CH:30][CH:29]=1. The catalyst class is: 4. (2) Reactant: CN(C(ON1N=NC2C=CC=NC1=2)=[N+](C)C)C.F[P-](F)(F)(F)(F)F.Cl.[NH2:26][CH2:27][C:28](=[C:30]1[CH2:35][CH2:34][CH2:33][N:32]([C:36]2[C:45]([O:46][CH3:47])=[C:44]3[C:39]([C:40](=[O:54])[C:41]([C:51]([OH:53])=[O:52])=[CH:42][N:43]3[CH:48]3[CH2:50][CH2:49]3)=[CH:38][C:37]=2[F:55])[CH2:31]1)[F:29].[C:56]([O:60][C:61]([N:63]1[CH2:67][CH2:66][CH2:65][C@H:64]1[C:68](O)=[O:69])=[O:62])([CH3:59])([CH3:58])[CH3:57].CCN(C(C)C)C(C)C. Product: [C:56]([O:60][C:61]([N:63]1[CH2:67][CH2:66][CH2:65][C@H:64]1[C:68]([NH:26][CH2:27][C:28](=[C:30]1[CH2:35][CH2:34][CH2:33][N:32]([C:36]2[C:45]([O:46][CH3:47])=[C:44]3[C:39]([C:40](=[O:54])[C:41]([C:51]([OH:53])=[O:52])=[CH:42][N:43]3[CH:48]3[CH2:50][CH2:49]3)=[CH:38][C:37]=2[F:55])[CH2:31]1)[F:29])=[O:69])=[O:62])([CH3:59])([CH3:58])[CH3:57]. The catalyst class is: 674. (3) Reactant: CC(C)([O-])C.[K+].[F:7][C:8]1[CH:18]=[CH:17][C:11]2[NH:12][C:13](=O)[CH2:14][O:15][C:10]=2[C:9]=1[CH2:19][CH2:20][N:21]1[CH2:26][CH2:25][N:24]([C:27]2[CH:36]=[CH:35][CH:34]=[C:33]3[C:28]=2[CH:29]=[CH:30][C:31]([CH3:37])=[N:32]3)[CH2:23][CH2:22]1.P(Cl)(OCC)(OCC)=O.[N+:47]([CH2:49][C:50]([O:52][CH2:53][CH3:54])=[O:51])#[C-:48].[K].[O-]CCCC. Product: [F:7][C:8]1[CH:18]=[CH:17][C:11]2[N:12]3[CH:48]=[N:47][C:49]([C:50]([O:52][CH2:53][CH3:54])=[O:51])=[C:13]3[CH2:14][O:15][C:10]=2[C:9]=1[CH2:19][CH2:20][N:21]1[CH2:26][CH2:25][N:24]([C:27]2[CH:36]=[CH:35][CH:34]=[C:33]3[C:28]=2[CH:29]=[CH:30][C:31]([CH3:37])=[N:32]3)[CH2:23][CH2:22]1. The catalyst class is: 220. (4) Reactant: [NH:1]1[C:9]2[C:4](=[CH:5][CH:6]=[CH:7][CH:8]=2)[C:3]([C:10]#[N:11])=[N:2]1.C(=O)([O-])[O-].[K+].[K+].Br[CH2:19][C:20]([NH:22][C:23]1[S:27][C:26]2[CH2:28][CH2:29][CH2:30][CH2:31][C:25]=2[C:24]=1[C:32]([NH2:34])=[O:33])=[O:21]. The catalyst class is: 18. Product: [C:10]([C:3]1[C:4]2[C:9](=[CH:8][CH:7]=[CH:6][CH:5]=2)[N:1]([CH2:19][C:20]([NH:22][C:23]2[S:27][C:26]3[CH2:28][CH2:29][CH2:30][CH2:31][C:25]=3[C:24]=2[C:32]([NH2:34])=[O:33])=[O:21])[N:2]=1)#[N:11]. (5) Reactant: [F:1][C:2]1[CH:7]=[CH:6][CH:5]=[C:4]([F:8])[C:3]=1[CH3:9].[N+:10]([O-])([OH:12])=[O:11]. Product: [F:1][C:2]1[CH:7]=[CH:6][C:5]([N+:10]([O-:12])=[O:11])=[C:4]([F:8])[C:3]=1[CH3:9]. The catalyst class is: 82. (6) Reactant: [CH3:1][NH:2][S:3]([CH2:6][CH2:7][C:8]1[CH:13]=[CH:12][C:11]([NH:14][CH2:15][C:16]2[CH:21]=[CH:20][CH:19]=[CH:18][CH:17]=2)=[C:10]([C:22]#[CH:23])[CH:9]=1)(=[O:5])=[O:4].CC(C)([O-])C.[K+].O.CCCCCCC. Product: [CH3:1][NH:2][S:3]([CH2:6][CH2:7][C:8]1[CH:9]=[C:10]2[C:11](=[CH:12][CH:13]=1)[N:14]([CH2:15][C:16]1[CH:21]=[CH:20][CH:19]=[CH:18][CH:17]=1)[CH:23]=[CH:22]2)(=[O:4])=[O:5]. The catalyst class is: 60. (7) Reactant: ClC1C=C(N[C:18]2[C:19]3[N:26]([CH2:27][C:28](O)=O)[CH:25]=[CH:24][C:20]=3[N:21]=[CH:22][N:23]=2)C=CC=1OCC1C=CC=C(F)C=1.[Cl:31][C:32]1[CH:33]=[C:34]([CH:36]=[CH:37][C:38]=1[O:39][C:40]1[CH:45]=[CH:44][CH:43]=[C:42]([C:46]([F:49])([F:48])[F:47])[CH:41]=1)[NH2:35].[CH:50]([OH:53])(C)C. Product: [Cl:31][C:32]1[CH:33]=[C:34]([NH:35][C:18]2[C:19]3[N:26]([CH2:27][CH2:28][CH2:50][OH:53])[CH:25]=[CH:24][C:20]=3[N:21]=[CH:22][N:23]=2)[CH:36]=[CH:37][C:38]=1[O:39][C:40]1[CH:45]=[CH:44][CH:43]=[C:42]([C:46]([F:47])([F:48])[F:49])[CH:41]=1. The catalyst class is: 662. (8) Reactant: C[C@@H]1O[C@@H](O[C@H]2[C@H]([O:15][C:16]3[CH:17]=[C:18]([OH:36])[C:19]4[C:25](=[O:26])[CH2:24][C@@H:23]([C:27]5[CH:28]=[CH:29][C:30]([O:34][CH3:35])=[C:31]([OH:33])[CH:32]=5)[O:22][C:20]=4[CH:21]=3)O[C@H](CO)[C@@H](O)[C@@H]2O)[C@H](O)[C@H](O)[C@H]1O.C1C=CC(CCC(C2C=CC=CC=2O)=O)=CC=1. Product: [OH:36][C:18]1[CH:17]=[C:16]([OH:15])[CH:21]=[C:20]([OH:22])[C:19]=1[CH:25]([OH:26])[CH2:24][CH2:23][C:27]1[CH:28]=[CH:29][C:30]([O:34][CH3:35])=[C:31]([OH:33])[CH:32]=1. The catalyst class is: 33. (9) Reactant: CO[C:3]([C:5]1[C:6]([OH:33])=[C:7]2[C:12](=[CH:13][N:14]=1)[N:11](CC1C=CC=CC=1)[C:10](=[O:22])[C:9]([C:23]1[CH:28]=[CH:27][CH:26]=[CH:25][C:24]=1[C:29]([F:32])([F:31])[F:30])=[CH:8]2)=[O:4].[NH2:34][CH2:35][CH2:36][C:37]([OH:39])=[O:38].C[O-].[Na+]. Product: [CH2:9]([N:14]1[CH:13]=[C:12]2[C:7](=[CH:8][CH:9]([C:23]3[CH:28]=[CH:27][CH:26]=[CH:25][C:24]=3[C:29]([F:32])([F:30])[F:31])[C:10](=[O:22])[NH:11]2)[C:6]([OH:33])=[C:5]1[C:3]([NH:34][CH2:35][CH2:36][C:37]([OH:39])=[O:38])=[O:4])[C:23]1[CH:28]=[CH:27][CH:26]=[CH:25][CH:24]=1. The catalyst class is: 250. (10) Reactant: [C:1]([O:5][CH3:6])(=[O:4])[CH2:2][SH:3].C(N(CC)CC)C.F[C:15]1[C:22]([F:23])=[CH:21][CH:20]=[C:19]([O:24][CH3:25])[C:16]=1[CH:17]=O. Product: [F:23][C:22]1[C:15]2[S:3][C:2]([C:1]([O:5][CH3:6])=[O:4])=[CH:17][C:16]=2[C:19]([O:24][CH3:25])=[CH:20][CH:21]=1. The catalyst class is: 9.